From a dataset of Reaction yield outcomes from USPTO patents with 853,638 reactions. Predict the reaction yield, written as a fraction of the theoretical maximum amount of product (1.0 means a 100% yield; for example, 0.34 means a 34% yield). (1) The reactants are [CH:1]([C:4]1[CH:9]=[CH:8][C:7](/[CH:10]=[CH:11]/[C:12](OCC)=[O:13])=[CH:6][CH:5]=1)([CH3:3])[CH3:2].[H-].[Al+3].[Li+].[H-].[H-].[H-].O. The catalyst is O1CCCC1. The product is [CH:1]([C:4]1[CH:5]=[CH:6][C:7](/[CH:10]=[CH:11]/[CH2:12][OH:13])=[CH:8][CH:9]=1)([CH3:3])[CH3:2]. The yield is 0.650. (2) The reactants are I/[CH:2]=[CH:3]/[O:4][C:5]1[CH:10]=[CH:9][C:8]([C:11]2[CH:16]=[CH:15][CH:14]=[CH:13][CH:12]=2)=[CH:7][CH:6]=1.[NH:17]1[C:25]2[C:20](=[CH:21][CH:22]=[CH:23][CH:24]=2)[CH:19]=[CH:18]1.C([O-])([O-])=O.[Cs+].[Cs+]. The catalyst is [Cu]I. The product is [C:8]1([C:11]2[CH:16]=[CH:15][CH:14]=[CH:13][CH:12]=2)[CH:9]=[CH:10][C:5]([O:4]/[CH:3]=[CH:2]/[N:17]2[C:25]3[C:20](=[CH:21][CH:22]=[CH:23][CH:24]=3)[CH:19]=[CH:18]2)=[CH:6][CH:7]=1. The yield is 0.870. (3) The reactants are C[C@H]1N(C)CCN(C2C=CC(NC3C(=O)N(C)C=C(C4C(CO)=C(N5CCN6C7CCCCC=7C=C6C5=O)C=C(F)C=4)C=3)=NC=2)C1.C([O:50][CH2:51][C:52]1[C:57]([N:58]2[CH2:70][CH2:69][N:61]3[C:62]4[CH2:63][CH2:64][CH2:65][CH2:66][C:67]=4[CH:68]=[C:60]3[C:59]2=[O:71])=[CH:56][C:55]([F:72])=[CH:54][C:53]=1[C:73]1[CH:78]=[C:77]([NH:79][C:80]2[CH:85]=[CH:84][C:83]([N:86]3[CH2:91][CH2:90][N:89]([CH3:92])[CH2:88][C@H:87]3[CH3:93])=[CH:82][N:81]=2)[C:76](=[O:94])[N:75]([CH3:95])[CH:74]=1)(=O)C.[OH-].[Li+]. No catalyst specified. The product is [CH3:93][C@@H:87]1[CH2:88][N:89]([CH3:92])[CH2:90][CH2:91][N:86]1[C:83]1[CH:84]=[CH:85][C:80]([NH:79][C:77]2[C:76](=[O:94])[N:75]([CH3:95])[CH:74]=[C:73]([C:53]3[C:52]([CH2:51][OH:50])=[C:57]([N:58]4[CH2:70][CH2:69][N:61]5[C:62]6[CH2:63][CH2:64][CH2:65][CH2:66][C:67]=6[CH:68]=[C:60]5[C:59]4=[O:71])[CH:56]=[C:55]([F:72])[CH:54]=3)[CH:78]=2)=[N:81][CH:82]=1. The yield is 0.480. (4) The reactants are C([O:3][C:4]([C:6]1[C:7]([C:12]2[CH:17]=[CH:16][C:15]([F:18])=[CH:14][N:13]=2)=[N:8][O:9][C:10]=1[CH3:11])=O)C.O.[OH-].[Na+]. The catalyst is C1COCC1. The product is [F:18][C:15]1[CH:16]=[CH:17][C:12]([C:7]2[C:6]([CH2:4][OH:3])=[C:10]([CH3:11])[O:9][N:8]=2)=[N:13][CH:14]=1. The yield is 0.710. (5) The reactants are Cl[C:2]1[N:7]=[C:6]([NH:8][C@@H:9]2[CH2:14][CH2:13][CH2:12][CH2:11][C@H:10]2[NH:15][S:16]([CH3:19])(=[O:18])=[O:17])[C:5]([Cl:20])=[CH:4][N:3]=1.[NH2:21][C:22]1[CH:36]=[CH:35][C:25]2[N:26]([CH3:34])[C:27](=[O:33])[CH2:28][CH2:29][C:30]([CH3:32])([CH3:31])[C:24]=2[CH:23]=1.Cl. The yield is 0.200. The catalyst is O1CCOCC1.COCCO. The product is [Cl:20][C:5]1[C:6]([NH:8][C@@H:9]2[CH2:14][CH2:13][CH2:12][CH2:11][C@H:10]2[NH:15][S:16]([CH3:19])(=[O:18])=[O:17])=[N:7][C:2]([NH:21][C:22]2[CH:36]=[CH:35][C:25]3[N:26]([CH3:34])[C:27](=[O:33])[CH2:28][CH2:29][C:30]([CH3:32])([CH3:31])[C:24]=3[CH:23]=2)=[N:3][CH:4]=1. (6) The reactants are [Cl:1]C(OC(Cl)C)=O.C([N:21]1[CH2:24][CH:23]([O:25][CH2:26][C:27]2[S:28][CH:29]=[C:30]([Br:32])[CH:31]=2)[CH2:22]1)(C1C=CC=CC=1)C1C=CC=CC=1.C(O)C. The catalyst is ClCCl. The product is [ClH:1].[Br:32][C:30]1[CH:31]=[C:27]([CH2:26][O:25][CH:23]2[CH2:22][NH:21][CH2:24]2)[S:28][CH:29]=1. The yield is 0.770. (7) The reactants are [F:1][C:2]1[CH:3]=[C:4]([C:8]2[C:17]3[C:12](=[CH:13][CH:14]=[C:15]([O:18][CH3:19])[CH:16]=3)[NH:11][C:10](=[O:20])[C:9]=2[C:21]#[N:22])[CH:5]=[CH:6][CH:7]=1.[H-].[Na+].[CH2:25](I)[CH:26]=[CH2:27]. The catalyst is CN(C)C=O. The product is [CH2:27]([O:20][C:10]1[C:9]([C:21]#[N:22])=[C:8]([C:4]2[CH:5]=[CH:6][CH:7]=[C:2]([F:1])[CH:3]=2)[C:17]2[C:12](=[CH:13][CH:14]=[C:15]([O:18][CH3:19])[CH:16]=2)[N:11]=1)[CH:26]=[CH2:25]. The yield is 0.130. (8) The reactants are Cl[C:2]1[CH:3]=[CH:4][C:5]2[O:14][CH2:13][CH2:12][C:11]3[CH:10]=[C:9]([C:15]4[N:16]([C:20]5[CH:25]=[CH:24][C:23]([F:26])=[CH:22][C:21]=5[F:27])[N:17]=[CH:18][N:19]=4)[S:8][C:7]=3[C:6]=2[N:28]=1.[CH3:29][O:30][C:31]1[CH:36]=[C:35]([CH3:37])[C:34](B2OC(C)(C)C(C)(C)O2)=[CH:33][N:32]=1.C([O-])([O-])=O.[Cs+].[Cs+]. The catalyst is C1C=CC(P(C2C=CC=CC=2)[C-]2C=CC=C2)=CC=1.C1C=CC(P(C2C=CC=CC=2)[C-]2C=CC=C2)=CC=1.Cl[Pd]Cl.[Fe+2].CC#N.O. The product is [F:27][C:21]1[CH:22]=[C:23]([F:26])[CH:24]=[CH:25][C:20]=1[N:16]1[C:15]([C:9]2[S:8][C:7]3[C:6]4[N:28]=[C:2]([C:34]5[CH:33]=[N:32][C:31]([O:30][CH3:29])=[CH:36][C:35]=5[CH3:37])[CH:3]=[CH:4][C:5]=4[O:14][CH2:13][CH2:12][C:11]=3[CH:10]=2)=[N:19][CH:18]=[N:17]1. The yield is 0.240.